Task: Predict the reactants needed to synthesize the given product.. Dataset: Full USPTO retrosynthesis dataset with 1.9M reactions from patents (1976-2016) Given the product [C:1]12([C:11]3[CH:12]=[CH:13][C:14]([O:15][CH2:16][C:17]([NH:22][C:23]4[CH:24]=[C:28]([CH:29]=[CH:30][N:31]=4)[C:51]([NH2:56])=[O:66])=[O:18])=[CH:20][CH:21]=3)[CH2:2][CH:3]3[CH2:4][CH:5]([CH2:6][CH:7]([CH2:9]3)[CH2:8]1)[CH2:10]2, predict the reactants needed to synthesize it. The reactants are: [C:1]12([C:11]3[CH:21]=[CH:20][C:14]([O:15][CH2:16][C:17](O)=[O:18])=[CH:13][CH:12]=3)[CH2:10][CH:5]3[CH2:6][CH:7]([CH2:9][CH:3]([CH2:4]3)[CH2:2]1)[CH2:8]2.[NH2:22][C:23]1[N:31]=[CH:30][CH:29]=[CH:28][C:24]=1C(N)=O.C1CN([P+](ON2N=[N:56][C:51]3C=CC=CC2=3)(N2CCCC2)N2CCCC2)CC1.F[P-](F)(F)(F)(F)F.C[OH:66].